This data is from Forward reaction prediction with 1.9M reactions from USPTO patents (1976-2016). The task is: Predict the product of the given reaction. (1) Given the reactants [C:1]([C:4]1[C:9]([O:10][CH3:11])=[CH:8][C:7]([O:12][CH3:13])=[CH:6][C:5]=1[NH:14][C:15]([C:17]1[S:18][CH:19]=[C:20]([CH:22]([CH3:24])[CH3:23])[N:21]=1)=O)(=[O:3])[CH3:2].C(C1N=C(C2C=C(O)C3C(=C(C)C(OC)=CC=3)N=2)SC=1)(C)C, predict the reaction product. The product is: [CH:22]([C:20]1[N:21]=[C:17]([C:15]2[CH:2]=[C:1]([OH:3])[C:4]3[C:5](=[CH:6][C:7]([O:12][CH3:13])=[CH:8][C:9]=3[O:10][CH3:11])[N:14]=2)[S:18][CH:19]=1)([CH3:24])[CH3:23]. (2) Given the reactants [F:1][C:2]([F:16])([C:6]1[CH:11]=[CH:10][C:9]([O:12][CH:13]([CH3:15])[CH3:14])=[CH:8][N:7]=1)[C:3]([O-:5])=[O:4].O.[OH-].[Li+], predict the reaction product. The product is: [F:16][C:2]([F:1])([C:6]1[CH:11]=[CH:10][C:9]([O:12][CH:13]([CH3:14])[CH3:15])=[CH:8][N:7]=1)[C:3]([OH:5])=[O:4].